Dataset: Full USPTO retrosynthesis dataset with 1.9M reactions from patents (1976-2016). Task: Predict the reactants needed to synthesize the given product. (1) Given the product [F:22][C:21]([F:24])([F:23])[S:18]([O:11][C:6]1[CH:7]=[CH:8][CH:9]=[CH:10][C:5]=1[C:1]([CH3:4])([CH3:2])[CH3:3])(=[O:20])=[O:19], predict the reactants needed to synthesize it. The reactants are: [C:1]([C:5]1[CH:10]=[CH:9][CH:8]=[CH:7][C:6]=1[OH:11])([CH3:4])([CH3:3])[CH3:2].N1C=CC=CC=1.[S:18](O[S:18]([C:21]([F:24])([F:23])[F:22])(=[O:20])=[O:19])([C:21]([F:24])([F:23])[F:22])(=[O:20])=[O:19]. (2) Given the product [F:2][C:3]([F:27])([F:26])[O:4][C:5]1[CH:10]=[CH:9][C:8]([C@H:11]2[CH2:16][CH2:15][C@H:14]([C@H:17]3[CH2:22][CH2:21][C@H:20]([CH2:23][CH2:24][Si:30]([O:33][CH3:34])([O:31][CH3:32])[O:29][CH3:28])[CH2:19][CH2:18]3)[CH2:13][CH2:12]2)=[CH:7][CH:6]=1, predict the reactants needed to synthesize it. The reactants are: [Mg].[F:2][C:3]([F:27])([F:26])[O:4][C:5]1[CH:10]=[CH:9][C:8]([C@H:11]2[CH2:16][CH2:15][C@H:14]([C@H:17]3[CH2:22][CH2:21][C@H:20]([CH2:23][CH2:24]Cl)[CH2:19][CH2:18]3)[CH2:13][CH2:12]2)=[CH:7][CH:6]=1.[CH3:28][O:29][Si:30](OC)([O:33][CH3:34])[O:31][CH3:32]. (3) Given the product [CH3:26][O:25][C:20]1[CH:21]=[CH:22][CH:23]=[CH:24][C:19]=1[CH2:18][O:17][C:14]1[CH:15]=[CH:16][C:11]([S:8]([C:7]2[C:2]([NH:31][C:30]3[CH:32]=[CH:33][C:34]([O:36][CH3:37])=[CH:35][C:29]=3[CH3:28])=[N:3][C:4]([CH3:27])=[CH:5][CH:6]=2)(=[O:10])=[O:9])=[CH:12][CH:13]=1, predict the reactants needed to synthesize it. The reactants are: Br[C:2]1[C:7]([S:8]([C:11]2[CH:16]=[CH:15][C:14]([O:17][CH2:18][C:19]3[CH:24]=[CH:23][CH:22]=[CH:21][C:20]=3[O:25][CH3:26])=[CH:13][CH:12]=2)(=[O:10])=[O:9])=[CH:6][CH:5]=[C:4]([CH3:27])[N:3]=1.[CH3:28][C:29]1[CH:35]=[C:34]([O:36][CH3:37])[CH:33]=[CH:32][C:30]=1[NH2:31].C1C=CC(P(C2C=CC=CC=2)CCCP(C2C=CC=CC=2)C2C=CC=CC=2)=CC=1.CC([O-])(C)C.[Na+]. (4) Given the product [Br:20][C:21]1[CH:26]=[CH:25][C:24]([O:5][CH2:6][CH:7]2[CH2:12][CH2:11][N:10]([C:13]([O:15][C:16]([CH3:19])([CH3:18])[CH3:17])=[O:14])[CH2:9][CH2:8]2)=[CH:23][CH:22]=1, predict the reactants needed to synthesize it. The reactants are: CS([O:5][CH2:6][CH:7]1[CH2:12][CH2:11][N:10]([C:13]([O:15][C:16]([CH3:19])([CH3:18])[CH3:17])=[O:14])[CH2:9][CH2:8]1)(=O)=O.[Br:20][C:21]1[CH:26]=[CH:25][C:24](O)=[CH:23][CH:22]=1.C([O-])([O-])=O.[K+].[K+].O.